From a dataset of Forward reaction prediction with 1.9M reactions from USPTO patents (1976-2016). Predict the product of the given reaction. (1) The product is: [CH2:1]([O:3][C:4](=[O:18])[CH:5]([O:15][CH2:16][CH3:17])[CH2:6][C:7]1[CH:12]=[CH:11][C:10]([O:13][CH2:20][C:21]2[N:22]=[C:23]([C:27]3[CH:28]=[CH:29][C:30]([CH:33]([CH3:35])[CH3:34])=[CH:31][CH:32]=3)[O:24][C:25]=2[CH3:26])=[CH:9][C:8]=1[CH3:14])[CH3:2]. Given the reactants [CH2:1]([O:3][C:4](=[O:18])[CH:5]([O:15][CH2:16][CH3:17])[CH2:6][C:7]1[CH:12]=[CH:11][C:10]([OH:13])=[CH:9][C:8]=1[CH3:14])[CH3:2].Cl[CH2:20][C:21]1[N:22]=[C:23]([C:27]2[CH:32]=[CH:31][C:30]([CH:33]([CH3:35])[CH3:34])=[CH:29][CH:28]=2)[O:24][C:25]=1[CH3:26].C(C1C=CC(C=O)=CC=1)(C)C.O=P(Cl)(Cl)Cl.C(=O)([O-])[O-].[Cs+].[Cs+].[I-].[K+], predict the reaction product. (2) Given the reactants C([O:14][C:15]([C:17]1([O:20]/[N:21]=[C:22](/[C:50]2[N:51]=[C:52]([NH:55]C(OC(C)(C)C)=O)[S:53][CH:54]=2)\[C:23]([NH:25][C@@H:26]2[C:29](=[O:30])[N:28]([S:31]([OH:34])(=[O:33])=[O:32])[C@@H:27]2[CH2:35][N:36]2[CH:40]=[C:39]([CH2:41][NH:42]C(OC(C)(C)C)=O)[N:38]=[N:37]2)=[O:24])[CH2:19][CH2:18]1)=[O:16])(C1C=CC=CC=1)C1C=CC=CC=1.C(O)(C(F)(F)F)=O, predict the reaction product. The product is: [NH2:42][CH2:41][C:39]1[N:38]=[N:37][N:36]([CH2:35][C@@H:27]2[C@H:26]([NH:25][C:23](=[O:24])/[C:22](=[N:21]\[O:20][C:17]3([C:15]([OH:16])=[O:14])[CH2:19][CH2:18]3)/[C:50]3[N:51]=[C:52]([NH2:55])[S:53][CH:54]=3)[C:29](=[O:30])[N:28]2[S:31]([OH:34])(=[O:33])=[O:32])[CH:40]=1. (3) Given the reactants Br[C:2]1[CH:7]=[C:6]([F:8])[CH:5]=[C:4]([C:9]([CH3:12])([CH3:11])[CH3:10])[CH:3]=1.[Li]CCCC.CCCCCC.CN([CH:27]=[O:28])C.Cl, predict the reaction product. The product is: [C:9]([C:4]1[CH:3]=[C:2]([CH:7]=[C:6]([F:8])[CH:5]=1)[CH:27]=[O:28])([CH3:12])([CH3:11])[CH3:10]. (4) Given the reactants C(N1CC[CH:7]([O:10][C:11]2[CH:16]=[CH:15][C:14]([C:17]3([CH2:23][NH:24][CH3:25])[CH2:22][CH2:21][O:20][CH2:19][CH2:18]3)=[CH:13][CH:12]=2)CC1)(C)C.[CH2:26]([N:28]([CH2:31][CH3:32])[CH2:29][CH3:30])[CH3:27].[C:33](O[C:33](=[O:36])[CH2:34][CH3:35])(=[O:36])[CH2:34][CH3:35].O.Cl[CH2:44]Cl, predict the reaction product. The product is: [CH:26]([N:28]1[CH2:31][CH2:32][CH:7]([O:10][C:11]2[CH:12]=[CH:13][C:14]([C:17]3([CH2:23][N:24]([CH3:25])[C:33](=[O:36])[CH2:34][CH3:35])[CH2:18][CH2:19][O:20][CH2:21][CH2:22]3)=[CH:15][CH:16]=2)[CH2:30][CH2:29]1)([CH3:44])[CH3:27]. (5) Given the reactants [OH-].[Na+].C1COCC1.[Cl:8][C:9]1[C:10]([CH2:35][NH:36][C:37]2[CH:42]=[CH:41][C:40]([C:43]3[CH:48]=[CH:47][C:46]([Cl:49])=[CH:45][C:44]=3[Cl:50])=[CH:39][CH:38]=2)=[C:11]([C:19]2[CH:20]=[CH:21][C:22]([C:25]([NH:27][CH2:28][CH2:29][C:30]([O:32]CC)=[O:31])=[O:26])=[N:23][CH:24]=2)[CH:12]=[C:13]([C:15]([F:18])([F:17])[F:16])[CH:14]=1.Cl, predict the reaction product. The product is: [Cl:8][C:9]1[C:10]([CH2:35][NH:36][C:37]2[CH:42]=[CH:41][C:40]([C:43]3[CH:48]=[CH:47][C:46]([Cl:49])=[CH:45][C:44]=3[Cl:50])=[CH:39][CH:38]=2)=[C:11]([C:19]2[CH:20]=[CH:21][C:22]([C:25]([NH:27][CH2:28][CH2:29][C:30]([OH:32])=[O:31])=[O:26])=[N:23][CH:24]=2)[CH:12]=[C:13]([C:15]([F:16])([F:17])[F:18])[CH:14]=1.